Dataset: Full USPTO retrosynthesis dataset with 1.9M reactions from patents (1976-2016). Task: Predict the reactants needed to synthesize the given product. (1) Given the product [NH2:1][C:4]1[CH:5]=[CH:6][C:7]([CH:10]([OH:16])[C:11]([O:13][CH2:14][CH3:15])=[O:12])=[CH:8][CH:9]=1, predict the reactants needed to synthesize it. The reactants are: [N+:1]([C:4]1[CH:9]=[CH:8][C:7]([C:10](=[O:16])[C:11]([O:13][CH2:14][CH3:15])=[O:12])=[CH:6][CH:5]=1)([O-])=O.[H][H]. (2) The reactants are: [Cl:1][C:2]1[N:11]=[C:10](Cl)[C:9]2[C:4](=[CH:5][CH:6]=[CH:7][C:8]=2[O:13][CH3:14])[N:3]=1.[CH3:15][O-:16].[Na+]. Given the product [Cl:1][C:2]1[N:11]=[C:10]([O:16][CH3:15])[C:9]2[C:4](=[CH:5][CH:6]=[CH:7][C:8]=2[O:13][CH3:14])[N:3]=1, predict the reactants needed to synthesize it. (3) Given the product [CH2:14]([S:21][C:22]1[N:26]([CH3:27])[N:25]=[C:24]([Cl:28])[C:23]=1[C:29]([NH:6][O:5][CH2:2][CH:3]=[CH2:4])=[O:30])[C:15]1[CH:16]=[CH:17][CH:18]=[CH:19][CH:20]=1, predict the reactants needed to synthesize it. The reactants are: Cl.[CH2:2]([O:5][NH2:6])[CH:3]=[CH2:4].C(N(CC)CC)C.[CH2:14]([S:21][C:22]1[N:26]([CH3:27])[N:25]=[C:24]([Cl:28])[C:23]=1[C:29](Cl)=[O:30])[C:15]1[CH:20]=[CH:19][CH:18]=[CH:17][CH:16]=1.O. (4) Given the product [CH2:1]([O:3][C:4]([C:6]1[C:7]([OH:31])([C:32]2[CH:37]=[CH:36][CH:35]=[CH:34][CH:33]=2)[C:8]2[C:13]([C:14]=1[C:15]1[CH:20]=[CH:19][CH:18]=[CH:17][CH:16]=1)=[CH:12][CH:11]=[C:10]([O:21][CH2:22][CH2:23][CH2:24][C:25]1[CH:26]=[CH:27][CH:28]=[CH:29][CH:30]=1)[CH:9]=2)=[O:5])[CH3:2], predict the reactants needed to synthesize it. The reactants are: [CH2:1]([O:3][C:4]([C:6]1[C:7](=[O:31])[C:8]2[C:13]([C:14]=1[C:15]1[CH:20]=[CH:19][CH:18]=[CH:17][CH:16]=1)=[CH:12][CH:11]=[C:10]([O:21][CH2:22][CH2:23][CH2:24][C:25]1[CH:30]=[CH:29][CH:28]=[CH:27][CH:26]=1)[CH:9]=2)=[O:5])[CH3:2].[C:32]1([Mg]Cl)[CH:37]=[CH:36][CH:35]=[CH:34][CH:33]=1.